Dataset: Retrosynthesis with 50K atom-mapped reactions and 10 reaction types from USPTO. Task: Predict the reactants needed to synthesize the given product. (1) Given the product CN(Cc1cc2c(=O)c(C(=O)NCc3ccc(Cl)cc3)cn(CC3COC(C)(C)O3)c2s1)CC(O)c1cc2ccccc2o1, predict the reactants needed to synthesize it. The reactants are: CC1(C)OCC(Cn2cc(C(=O)NCc3ccc(Cl)cc3)c(=O)c3cc(CCl)sc32)O1.CNCC(O)c1cc2ccccc2o1. (2) Given the product C=C[C@@H](C#CC#C[C@@H](CCCCCCCCC)NC(=O)c1ccc(F)cc1)OC(C)=O, predict the reactants needed to synthesize it. The reactants are: C=C[C@@H](C#CC#C[C@H](N)CCCCCCCCC)OC(C)=O.O=C(Cl)c1ccc(F)cc1.